From a dataset of CYP3A4 inhibition data for predicting drug metabolism from PubChem BioAssay. Regression/Classification. Given a drug SMILES string, predict its absorption, distribution, metabolism, or excretion properties. Task type varies by dataset: regression for continuous measurements (e.g., permeability, clearance, half-life) or binary classification for categorical outcomes (e.g., BBB penetration, CYP inhibition). Dataset: cyp3a4_veith. (1) The molecule is CCCCC(=O)Nc1sc2c(c1C(=O)OCC)CCC(C=O)=C2Cl. The result is 1 (inhibitor). (2) The compound is COc1cccc(-c2cc(NCc3cccnc3)ncn2)c1. The result is 1 (inhibitor). (3) The compound is CN=C(NC#N)NCCSCc1csc(N=C(N)N)n1. The result is 1 (inhibitor). (4) The molecule is COC(=O)[C@H]1C[C@@H]1[C@H](NS(=O)(=O)c1ccc(-c2ccccc2)cc1)c1ccccc1. The result is 1 (inhibitor). (5) The compound is COC(=O)c1nc(NC(=O)c2ccccc2)n[nH]1. The result is 0 (non-inhibitor). (6) The molecule is CCOC(=O)c1ccccc1OCc1cc(/C=N/n2cnnc2)ccc1OC. The result is 0 (non-inhibitor). (7) The drug is OC[C@@H](O)CN1CCN(c2ccccc2)CC1. The result is 0 (non-inhibitor).